This data is from CYP2C9 inhibition data for predicting drug metabolism from PubChem BioAssay. The task is: Regression/Classification. Given a drug SMILES string, predict its absorption, distribution, metabolism, or excretion properties. Task type varies by dataset: regression for continuous measurements (e.g., permeability, clearance, half-life) or binary classification for categorical outcomes (e.g., BBB penetration, CYP inhibition). Dataset: cyp2c9_veith. (1) The molecule is C/C(=N/NC(=O)c1ccncc1)c1ccccc1Cl. The result is 0 (non-inhibitor). (2) The drug is CN(N=O)C(=O)N[C@H]1C(O)OC(CO)[C@@H](O)[C@H]1O. The result is 0 (non-inhibitor). (3) The compound is c1nc(NC2CCNCC2)c2cc(-c3ccc4c(c3)OCO4)ccc2n1. The result is 0 (non-inhibitor). (4) The compound is N[C@@H](Cc1ccccc1)C(=O)O. The result is 0 (non-inhibitor). (5) The drug is COC(=O)CNC(c1ccccc1Cl)c1cc(Br)ccc1NC(=O)CCN1CCOCC1. The result is 1 (inhibitor).